From a dataset of Peptide-MHC class II binding affinity with 134,281 pairs from IEDB. Regression. Given a peptide amino acid sequence and an MHC pseudo amino acid sequence, predict their binding affinity value. This is MHC class II binding data. (1) The peptide sequence is IILKANFSV. The MHC is DRB1_0101 with pseudo-sequence DRB1_0101. The binding affinity (normalized) is 0. (2) The peptide sequence is VGDDSGGFSTTVSTE. The MHC is DRB1_0404 with pseudo-sequence DRB1_0404. The binding affinity (normalized) is 0. (3) The peptide sequence is AFILDGDNLFPKV. The MHC is HLA-DQA10101-DQB10501 with pseudo-sequence HLA-DQA10101-DQB10501. The binding affinity (normalized) is 0.274. (4) The peptide sequence is NVWERHYLAGEMTLM. The MHC is DRB1_1101 with pseudo-sequence DRB1_1101. The binding affinity (normalized) is 0.387. (5) The MHC is DRB1_1501 with pseudo-sequence DRB1_1501. The peptide sequence is DLGKKRFLLIRNSTW. The binding affinity (normalized) is 0.701. (6) The binding affinity (normalized) is 0. The MHC is HLA-DQA10501-DQB10303 with pseudo-sequence HLA-DQA10501-DQB10303. The peptide sequence is RVSPGNGWMIKETAC.